From a dataset of Catalyst prediction with 721,799 reactions and 888 catalyst types from USPTO. Predict which catalyst facilitates the given reaction. (1) Reactant: [CH3:1][CH:2]([Si:4]([CH:18]([CH3:20])[CH3:19])([CH:15]([CH3:17])[CH3:16])[O:5]C/C(/C)=C/C(OCC)=O)[CH3:3].[H-].[Al+3].[Li+].[H-].[H-].[H-].[CH2:27]1[CH2:31][O:30][CH2:29][CH2:28]1.C(C(C(C([O-])=O)O)O)([O-])=O.[Na+].[K+]. Product: [CH3:17][CH:15]([Si:4]([CH:18]([CH3:20])[CH3:19])([CH:2]([CH3:3])[CH3:1])[O:5]/[C:27](/[CH3:31])=[CH:28]/[CH2:29][OH:30])[CH3:16]. The catalyst class is: 28. (2) Reactant: [O:1]=[C:2]([N:26]1[CH2:31][CH2:30][CH:29]([O:32][C:33]2[CH:38]=[CH:37][CH:36]=[C:35]([C:39]([F:42])([F:41])[F:40])[CH:34]=2)[CH2:28][CH2:27]1)[CH2:3][NH:4][C:5]([C:7]1[CH:11]=[C:10]([C:12]2[CH:17]=[CH:16][CH:15]=[CH:14][C:13]=2[O:18]CC2C=CC=CC=2)[O:9][N:8]=1)=[O:6].ClC1C=CC=CC=1OC1CCN(C(=O)CNC(C2C=C(C3C=CC=CC=3OCC3C=CC=CC=3)ON=2)=O)CC1. Product: [O:1]=[C:2]([N:26]1[CH2:31][CH2:30][CH:29]([O:32][C:33]2[CH:38]=[CH:37][CH:36]=[C:35]([C:39]([F:40])([F:41])[F:42])[CH:34]=2)[CH2:28][CH2:27]1)[CH2:3][NH:4][C:5]([C:7]1[CH:11]=[C:10]([C:12]2[CH:17]=[CH:16][CH:15]=[CH:14][C:13]=2[OH:18])[O:9][N:8]=1)=[O:6]. The catalyst class is: 19. (3) Reactant: CC(OI1(OC(C)=O)(OC(C)=O)OC(=O)C2C=CC=CC1=2)=O.[C:23]([O:27][C:28](=[O:60])[NH:29][C:30]1[C:34]([C:35]2[CH:40]=[CH:39][C:38]([CH2:41][CH:42]([NH:55][C:56](=[O:58])[CH3:57])[C:43]([NH:45][CH2:46][CH:47]([OH:54])[CH2:48][C:49]([CH3:53])([CH3:52])[CH2:50][CH3:51])=[O:44])=[CH:37][CH:36]=2)=[CH:33][N:32]([CH3:59])[N:31]=1)([CH3:26])([CH3:25])[CH3:24]. Product: [C:56]([NH:55][CH:42]([C:43]([NH:45][CH2:46][C:47](=[O:54])[CH2:48][C:49]([CH3:53])([CH3:52])[CH2:50][CH3:51])=[O:44])[CH2:41][C:38]1[CH:37]=[CH:36][C:35]([C:34]2[C:30]([NH:29][C:28](=[O:60])[O:27][C:23]([CH3:26])([CH3:25])[CH3:24])=[N:31][N:32]([CH3:59])[CH:33]=2)=[CH:40][CH:39]=1)(=[O:58])[CH3:57]. The catalyst class is: 2. (4) The catalyst class is: 4. Reactant: C1(C=CC=C(O)C=1)O.[N:9]1([CH2:66][C:67]2[C:76]([O:77]C)=[CH:75][C:70]([C:71]([O:73][CH3:74])=[O:72])=[CH:69][C:68]=2[O:79]C)[CH2:20][CH2:19][N:18]([CH2:21][C:22]2[C:31]([O:32]C)=[CH:30][C:25]([C:26]([O:28][CH3:29])=[O:27])=[CH:24][C:23]=2[O:34]C)[CH2:17][CH2:16][N:15]([CH2:36][C:37]2[C:46]([O:47]C)=[CH:45][C:40]([C:41]([O:43][CH3:44])=[O:42])=[CH:39][C:38]=2[O:49]C)[CH2:14][CH2:13][N:12]([CH2:51][C:52]2[C:61]([O:62]C)=[CH:60][C:55]([C:56]([O:58][CH3:59])=[O:57])=[CH:54][C:53]=2[O:64]C)[CH2:11][CH2:10]1.B(Br)(Br)Br. Product: [N:9]1([CH2:66][C:67]2[C:76]([OH:77])=[CH:75][C:70]([C:71]([O:73][CH3:74])=[O:72])=[CH:69][C:68]=2[OH:79])[CH2:20][CH2:19][N:18]([CH2:21][C:22]2[C:23]([OH:34])=[CH:24][C:25]([C:26]([O:28][CH3:29])=[O:27])=[CH:30][C:31]=2[OH:32])[CH2:17][CH2:16][N:15]([CH2:36][C:37]2[C:38]([OH:49])=[CH:39][C:40]([C:41]([O:43][CH3:44])=[O:42])=[CH:45][C:46]=2[OH:47])[CH2:14][CH2:13][N:12]([CH2:51][C:52]2[C:61]([OH:62])=[CH:60][C:55]([C:56]([O:58][CH3:59])=[O:57])=[CH:54][C:53]=2[OH:64])[CH2:11][CH2:10]1. (5) Reactant: [NH:1]1[C:5](=[O:6])[C:4]2([C:14]3[CH:13]=[CH:12][S:11][C:10]=3[CH2:9][CH2:8][CH2:7]2)[NH:3][C:2]1=O.COC1C=CC(P2(=S)SP(=S)(C3C=CC(OC)=CC=3)[S:25]2)=CC=1. Product: [S:25]=[C:2]1[NH:3][C:4]2([C:14]3[CH:13]=[CH:12][S:11][C:10]=3[CH2:9][CH2:8][CH2:7]2)[C:5](=[O:6])[NH:1]1. The catalyst class is: 12. (6) Reactant: [ClH:1].C(OC(=O)[NH:8][C@H:9]([CH2:26][C:27]1[CH:32]=[CH:31][CH:30]=[CH:29][C:28]=1[F:33])[CH2:10][C:11]([NH:13][CH:14]1[CH2:23][C:22]2[C:17](=[CH:18][CH:19]=[CH:20][N:21]=2)[N:16]([CH3:24])[C:15]1=[O:25])=[O:12])(C)(C)C. Product: [ClH:1].[ClH:1].[NH2:8][C@H:9]([CH2:26][C:27]1[CH:32]=[CH:31][CH:30]=[CH:29][C:28]=1[F:33])[CH2:10][C:11]([NH:13][CH:14]1[CH2:23][C:22]2[C:17](=[CH:18][CH:19]=[CH:20][N:21]=2)[N:16]([CH3:24])[C:15]1=[O:25])=[O:12]. The catalyst class is: 12. (7) Reactant: [Cl:1][C:2]1[CH:7]=[CH:6][C:5]([C:8]2[C:15]([C:16]3[CH:21]=[CH:20][CH:19]=[CH:18][CH:17]=3)=[C:14]3[N:10]([CH2:11][CH2:12][CH2:13]3)[CH:9]=2)=[CH:4][CH:3]=1.C(N(CC)CC)C.[O:29]=[C:30](Cl)[O:31][C:32](Cl)(Cl)Cl.C(O)[C:38]1[CH:43]=[CH:42][CH:41]=[CH:40][CH:39]=1. Product: [Cl:1][C:2]1[CH:3]=[CH:4][C:5]([C:8]2[C:15]([C:16]3[CH:17]=[CH:18][CH:19]=[CH:20][CH:21]=3)=[C:14]3[N:10]([C:9]=2[C:30]([O:31][CH2:32][C:38]2[CH:43]=[CH:42][CH:41]=[CH:40][CH:39]=2)=[O:29])[CH2:11][CH2:12][CH2:13]3)=[CH:6][CH:7]=1. The catalyst class is: 1. (8) Reactant: [F:1][C@H:2]1[CH2:18][C@@H:17]2[C@:9]([F:25])([C@@H:10]([OH:24])[CH2:11][C@@:12]3([CH3:23])[C@H:16]2[CH2:15][CH:14]=[C:13]3[C:19](=[O:22])[CH2:20]O)[C@:8]2([CH3:26])[C:3]1=[CH:4][C:5](=[O:27])[CH:6]=[CH:7]2.CCN(C(C)C)C(C)C.[F-:37].[K+].CCCC[N+](CCCC)(CCCC)CCCC.[F-].C1COCC1. Product: [F:1][C@H:2]1[CH2:18][C@@H:17]2[C@:9]([F:25])([C@@H:10]([OH:24])[CH2:11][C@@:12]3([CH3:23])[C@H:16]2[CH2:15][CH:14]=[C:13]3[C:19](=[O:22])[CH2:20][F:37])[C@:8]2([CH3:26])[C:3]1=[CH:4][C:5](=[O:27])[CH:6]=[CH:7]2. The catalyst class is: 10.